This data is from Forward reaction prediction with 1.9M reactions from USPTO patents (1976-2016). The task is: Predict the product of the given reaction. (1) Given the reactants [CH3:1][O:2][C:3](=[O:19])[C:4]1[CH:9]=[CH:8][C:7]([OH:10])=[C:6]([NH:11][C:12]([O:14][C:15]([CH3:18])([CH3:17])[CH3:16])=[O:13])[CH:5]=1.Br[CH:21](Br)[CH3:22].C([O-])([O-])=O.[K+].[K+], predict the reaction product. The product is: [CH3:1][O:2][C:3]([C:4]1[CH:9]=[CH:8][C:7]2[O:10][CH2:22][CH2:21][N:11]([C:12]([O:14][C:15]([CH3:16])([CH3:18])[CH3:17])=[O:13])[C:6]=2[CH:5]=1)=[O:19]. (2) The product is: [CH2:17]([O:16][C:5]1[C:6]2[B:7]([OH:15])[O:8][CH:9]([CH2:11][N+:12]([O-:14])=[O:13])[C:10]=2[C:2]([CH:19]=[CH2:20])=[CH:3][CH:4]=1)[CH3:18]. Given the reactants Br[C:2]1[C:10]2[CH:9]([CH2:11][N+:12]([O-:14])=[O:13])[O:8][B:7]([OH:15])[C:6]=2[C:5]([O:16][CH2:17][CH3:18])=[CH:4][CH:3]=1.[CH:19]([Sn](CCCC)(CCCC)CCCC)=[CH2:20], predict the reaction product. (3) Given the reactants [CH:1]1([CH2:4][NH:5][C:6](=[O:23])[O:7][CH2:8][CH2:9][CH2:10][C:11]2[CH:16]=[CH:15][C:14]([O:17][CH2:18][CH2:19][O:20][CH3:21])=[CH:13][C:12]=2[OH:22])[CH2:3][CH2:2]1.[Cl:24][C:25]1[C:26](Cl)=[N:27][CH:28]=[C:29]([CH:35]=1)[C:30]([O:32][CH2:33][CH3:34])=[O:31].C(=O)([O-])[O-].[K+].[K+].O, predict the reaction product. The product is: [Cl:24][C:25]1[C:26]([O:22][C:12]2[CH:13]=[C:14]([O:17][CH2:18][CH2:19][O:20][CH3:21])[CH:15]=[CH:16][C:11]=2[CH2:10][CH2:9][CH2:8][O:7][C:6]([NH:5][CH2:4][CH:1]2[CH2:3][CH2:2]2)=[O:23])=[N:27][CH:28]=[C:29]([CH:35]=1)[C:30]([O:32][CH2:33][CH3:34])=[O:31]. (4) Given the reactants [Br:1][C:2]1[CH:7]=[CH:6][N:5]2[C:8](=[O:15])[N:9]([CH2:11][CH:12]([CH3:14])[CH3:13])[N:10]=[C:4]2[C:3]=1I.[Cl:17][C:18]1[CH:23]=[CH:22][C:21](B(O)O)=[CH:20][CH:19]=1.C([O-])([O-])=O.[K+].[K+], predict the reaction product. The product is: [Br:1][C:2]1[CH:7]=[CH:6][N:5]2[C:8](=[O:15])[N:9]([CH2:11][CH:12]([CH3:14])[CH3:13])[N:10]=[C:4]2[C:3]=1[C:21]1[CH:22]=[CH:23][C:18]([Cl:17])=[CH:19][CH:20]=1. (5) Given the reactants [N:1]([CH2:4][C@@H:5]1[CH2:7][C@H:6]1[C:8]([O:10][CH2:11][CH3:12])=[O:9])=[N+]=[N-].[H][H], predict the reaction product. The product is: [NH2:1][CH2:4][C@@H:5]1[CH2:7][C@H:6]1[C:8]([O:10][CH2:11][CH3:12])=[O:9].